Dataset: Forward reaction prediction with 1.9M reactions from USPTO patents (1976-2016). Task: Predict the product of the given reaction. (1) Given the reactants [NH2:1][C:2]1[C:3]([C:9]([NH:11][C:12]2[CH:17]=[CH:16][CH:15]=[CH:14][N:13]=2)=[O:10])=[N:4][C:5](Br)=[CH:6][N:7]=1.Br[Zn][C:20]1[CH:25]=[CH:24][CH:23]=[CH:22][C:21]=1[C:26]#[N:27], predict the reaction product. The product is: [NH2:1][C:2]1[C:3]([C:9]([NH:11][C:12]2[CH:17]=[CH:16][CH:15]=[CH:14][N:13]=2)=[O:10])=[N:4][C:5]([C:20]2[CH:25]=[CH:24][CH:23]=[CH:22][C:21]=2[C:26]#[N:27])=[CH:6][N:7]=1. (2) Given the reactants [Cl:1][C:2]1[N:7]2[N:8]=[C:9]([C:11]3[CH:16]=[CH:15][CH:14]=[C:13]([Cl:17])[CH:12]=3)[CH:10]=[C:6]2[N:5]=[C:4]([CH3:18])[C:3]=1[CH:19]([OH:24])[C:20]([O:22][CH3:23])=[O:21].C(O[C:29]([CH3:32])([CH3:31])[CH3:30])(=O)C.Cl(O)(=O)(=O)=O, predict the reaction product. The product is: [C:29]([O:24][CH:19]([C:3]1[C:4]([CH3:18])=[N:5][C:6]2[N:7]([N:8]=[C:9]([C:11]3[CH:16]=[CH:15][CH:14]=[C:13]([Cl:17])[CH:12]=3)[CH:10]=2)[C:2]=1[Cl:1])[C:20]([O:22][CH3:23])=[O:21])([CH3:32])([CH3:31])[CH3:30]. (3) Given the reactants N#N.[CH3:3][O:4][C:5]1[CH:14]=[CH:13][C:12]2[C:7](=[CH:8][CH:9]=[C:10]([O:15][CH3:16])[CH:11]=2)[CH:6]=1.[N:17]1([CH2:23][CH2:24][O:25][C:26]2[CH:34]=[CH:33][C:29]([C:30](Cl)=[O:31])=[CH:28][CH:27]=2)[CH2:22][CH2:21][CH2:20][CH2:19][CH2:18]1.[Cl-].[Al+3].[Cl-].[Cl-], predict the reaction product. The product is: [CH3:16][O:15][C:10]1[CH:9]=[CH:8][C:7]2[C:12](=[CH:13][CH:14]=[C:5]([O:4][CH3:3])[CH:6]=2)[C:11]=1[C:30]([C:29]1[CH:28]=[CH:27][C:26]([O:25][CH2:24][CH2:23][N:17]2[CH2:22][CH2:21][CH2:20][CH2:19][CH2:18]2)=[CH:34][CH:33]=1)=[O:31]. (4) Given the reactants [Br:1][C:2]1[CH:9]=[C:6]([CH:7]=O)[C:5]([OH:10])=[CH:4][CH:3]=1.[C:11]([CH2:13][C:14]([O:16][CH2:17][CH3:18])=[O:15])#[N:12], predict the reaction product. The product is: [CH3:18][CH2:17][O:16][C:14]([C:13]1[CH:7]([CH:13]([C:14]([O:16][CH2:17][CH3:18])=[O:15])[C:11]#[N:12])[C:6]2[CH:9]=[C:2]([Br:1])[CH:3]=[CH:4][C:5]=2[O:10][C:11]=1[NH2:12])=[O:15].